Dataset: Forward reaction prediction with 1.9M reactions from USPTO patents (1976-2016). Task: Predict the product of the given reaction. The product is: [F:17][C:18]1[CH:26]=[CH:25][C:21]([CH2:22][CH2:23][N:10]2[CH2:11][CH2:12][CH:7]([CH2:6][CH2:5][C:4]3[CH:13]=[CH:14][CH:15]=[CH:16][C:3]=3[O:2][CH3:1])[CH2:8][CH2:9]2)=[CH:20][CH:19]=1. Given the reactants [CH3:1][O:2][C:3]1[CH:16]=[CH:15][CH:14]=[CH:13][C:4]=1[CH2:5][CH2:6][CH:7]1[CH2:12][CH2:11][NH:10][CH2:9][CH2:8]1.[F:17][C:18]1[CH:26]=[CH:25][C:21]([CH2:22][CH2:23]Br)=[CH:20][CH:19]=1.C([O-])([O-])=O.[K+].[K+], predict the reaction product.